Dataset: Full USPTO retrosynthesis dataset with 1.9M reactions from patents (1976-2016). Task: Predict the reactants needed to synthesize the given product. (1) Given the product [Cl:18][C:15]1[CH:16]=[CH:17][C:12]([O:11][C:8]2[CH:9]=[CH:10][C:5]([CH:3]([OH:4])[CH:2]([NH:1][C:46]([C:35]3[CH:36]=[CH:37][CH:38]=[C:39]4[CH2:45][CH2:44][CH2:43][CH:42]=[CH:41][C:40]=34)=[O:47])[CH2:21][C:22]3[CH:27]=[CH:26][CH:25]=[C:24]([O:28][C:29]([F:34])([F:33])[CH:30]([F:32])[F:31])[CH:23]=3)=[CH:6][CH:7]=2)=[CH:13][C:14]=1[CH2:19][CH3:20], predict the reactants needed to synthesize it. The reactants are: [NH2:1][CH:2]([CH2:21][C:22]1[CH:27]=[CH:26][CH:25]=[C:24]([O:28][C:29]([F:34])([F:33])[CH:30]([F:32])[F:31])[CH:23]=1)[CH:3]([C:5]1[CH:10]=[CH:9][C:8]([O:11][C:12]2[CH:17]=[CH:16][C:15]([Cl:18])=[C:14]([CH2:19][CH3:20])[CH:13]=2)=[CH:7][CH:6]=1)[OH:4].[C:35]1([C:46](O)=[O:47])[CH:36]=[CH:37][CH:38]=[C:39]2[CH2:45][CH2:44][CH2:43][CH:42]=[CH:41][C:40]=12.Cl.C(N=C=NCCCN(C)C)C.ON1C2C=CC=CC=2N=N1. (2) The reactants are: [C:1]([NH:9][C:10]1[C:19]2[C:14](=[CH:15][CH:16]=[CH:17][CH:18]=2)[C:13]([S:20](Cl)(=[O:22])=[O:21])=[CH:12][CH:11]=1)(=[O:8])[C:2]1[CH:7]=[CH:6][CH:5]=[CH:4][CH:3]=1.[NH2:24][CH:25]1[CH2:30][CH2:29][N:28](CC2C=CC=CC=2)[CH2:27][CH:26]1[CH3:38].[C:39](OC(N1CCC(N)CC1)=O)(C)(C)C.Cl[C:54]([O:56][CH:57]([CH3:59])[CH3:58])=[O:55].N(C(C)C)=C=O. Given the product [CH:57]([O:56][C:54]([N:28]1[CH2:29][CH2:30][C@H:25]([NH:24][S:20]([C:13]2[C:14]3[C:19](=[CH:18][CH:17]=[CH:16][CH:15]=3)[C:10]([NH:9][C:1](=[O:8])[C:2]3[CH:7]=[CH:6][CH:5]=[CH:4][C:3]=3[CH3:39])=[CH:11][CH:12]=2)(=[O:22])=[O:21])[C@H:26]([CH3:38])[CH2:27]1)=[O:55])([CH3:59])[CH3:58], predict the reactants needed to synthesize it. (3) Given the product [CH3:8][C:5]1[N:4]=[C:3]([C:9]#[N:10])[C:2]([N:12]2[N:13]=[CH:14][CH:15]=[N:11]2)=[CH:7][CH:6]=1, predict the reactants needed to synthesize it. The reactants are: Br[C:2]1[C:3]([C:9]#[N:10])=[N:4][C:5]([CH3:8])=[CH:6][CH:7]=1.[NH:11]1[CH:15]=[CH:14][N:13]=[N:12]1.C([O-])([O-])=O.[K+].[K+].